This data is from Plasma protein binding rate (PPBR) regression data from AstraZeneca. The task is: Regression/Classification. Given a drug SMILES string, predict its absorption, distribution, metabolism, or excretion properties. Task type varies by dataset: regression for continuous measurements (e.g., permeability, clearance, half-life) or binary classification for categorical outcomes (e.g., BBB penetration, CYP inhibition). For this dataset (ppbr_az), we predict Y. (1) The molecule is CN[C@@H](C)C(=O)N[C@H](C(=O)N[C@H]1CCN(C(=O)Cc2ccccc2)C1)C1CCCCC1. The Y is 32.9 %. (2) The drug is c1ccc([C@@H]([C@H](c2ccccc2)N2CCCC2)N2CCCC2)cc1. The Y is 83.0 %. (3) The drug is Cc1ccc(-c2ccccn2)cc1NC(=O)c1ccc(OCc2ccccn2)cc1. The Y is 98.9 %. (4) The compound is O=S(=O)(N[C@H](CO)C(C(F)(F)F)C(F)(F)F)c1ccc(Cl)s1. The Y is 90.9 %. (5) The molecule is CCc1nc2c(N)nc3ccccc3c2n1CCCCNS(C)(=O)=O. The Y is 66.6 %. (6) The Y is 96.4 %. The drug is Cc1cc(Cl)ccc1OC1CCN(C[C@H](O)CNC(=O)c2c[nH]nc2C(F)(F)F)CC1. (7) The drug is COCCNC(=O)c1ccc(Nc2ncc3cc(-c4ccncc4)ccc3n2)cc1C. The Y is 99.6 %. (8) The compound is NC1=NC(c2ccc(F)cc2)Cc2ccc(F)cc21. The Y is 67.1 %. (9) The compound is CC(=O)Nc1ccc2c(c1)N(c1cc(NC3CC3)n3ncc(C#N)c3n1)CCO2. The Y is 92.5 %. (10) The molecule is Cc1cc(C(C)Nc2ccccc2)c2nc(N3CCOCC3)cc(=O)n2c1. The Y is 94.7 %.